From a dataset of Forward reaction prediction with 1.9M reactions from USPTO patents (1976-2016). Predict the product of the given reaction. (1) Given the reactants Cl[C:2]1[C:3]2[NH:10][CH:9]=[CH:8][C:4]=2[N:5]=[CH:6][N:7]=1.[O:11]([C:18]1[CH:23]=[CH:22][C:21]([OH:24])=[CH:20][CH:19]=1)[C:12]1[CH:17]=[CH:16][CH:15]=[CH:14][CH:13]=1.O[CH2:26][CH:27]1[CH2:32][CH2:31][CH2:30][N:29]([C:33]([O:35]C(C)(C)C)=O)[CH2:28]1.[C:40](Cl)(=O)[CH:41]=C, predict the reaction product. The product is: [O:11]([C:18]1[CH:19]=[CH:20][C:21]([O:24][C:2]2[C:3]3[N:10]([CH2:26][CH:27]4[CH2:32][CH2:31][CH2:30][N:29]([C:33](=[O:35])[CH:40]=[CH2:41])[CH2:28]4)[CH:9]=[CH:8][C:4]=3[N:5]=[CH:6][N:7]=2)=[CH:22][CH:23]=1)[C:12]1[CH:17]=[CH:16][CH:15]=[CH:14][CH:13]=1. (2) Given the reactants [CH3:1][NH:2][CH3:3].[C:4]([O:8][C:9]([NH:11][C@@H:12]([CH2:25][C:26]([CH3:29])([CH3:28])[CH3:27])[CH2:13]OS(C1C=CC(C)=CC=1)(=O)=O)=[O:10])([CH3:7])([CH3:6])[CH3:5], predict the reaction product. The product is: [C:4]([O:8][C:9](=[O:10])[NH:11][C@H:12]([CH2:13][N:2]([CH3:3])[CH3:1])[CH2:25][C:26]([CH3:29])([CH3:28])[CH3:27])([CH3:7])([CH3:6])[CH3:5].